This data is from Reaction yield outcomes from USPTO patents with 853,638 reactions. The task is: Predict the reaction yield, written as a fraction of the theoretical maximum amount of product (1.0 means a 100% yield; for example, 0.34 means a 34% yield). (1) The reactants are I[C:2]1[C:7]([CH3:8])=[CH:6][N:5]=[C:4]([NH:9][C:10]([CH:12]2[CH2:14][CH2:13]2)=[O:11])[CH:3]=1.[CH3:15][C:16]1([CH3:32])[C:20]([CH3:22])([CH3:21])[O:19][B:18]([B:18]2[O:19][C:20]([CH3:22])([CH3:21])[C:16]([CH3:32])([CH3:15])[O:17]2)[O:17]1.C([O-])(=O)C.[K+]. The catalyst is CS(C)=O.C1C=CC(P(C2C=CC=CC=2)[C-]2C=CC=C2)=CC=1.C1C=CC(P(C2C=CC=CC=2)[C-]2C=CC=C2)=CC=1.Cl[Pd]Cl.[Fe+2]. The product is [CH3:8][C:7]1[C:2]([B:18]2[O:19][C:20]([CH3:22])([CH3:21])[C:16]([CH3:32])([CH3:15])[O:17]2)=[CH:3][C:4]([NH:9][C:10]([CH:12]2[CH2:14][CH2:13]2)=[O:11])=[N:5][CH:6]=1. The yield is 0.370. (2) No catalyst specified. The reactants are Cl[C:2]1[N:3]=[CH:4][C:5](/[CH:8]=[CH:9]/[C:10]([O:12][CH2:13][CH3:14])=[O:11])=[N:6][CH:7]=1.Cl.Cl.[F:17][C:18]1[CH:30]=[CH:29][C:21]([CH2:22][N:23]2[CH2:27][CH2:26][C@@H:25]([NH2:28])[CH2:24]2)=[CH:20][CH:19]=1.C(N(CC)CC)C. The yield is 0.470. The product is [F:17][C:18]1[CH:19]=[CH:20][C:21]([CH2:22][N:23]2[CH2:27][CH2:26][C@@H:25]([NH:28][C:2]3[N:3]=[CH:4][C:5](/[CH:8]=[CH:9]/[C:10]([O:12][CH2:13][CH3:14])=[O:11])=[N:6][CH:7]=3)[CH2:24]2)=[CH:29][CH:30]=1.